Predict the reaction yield, written as a fraction of the theoretical maximum amount of product (1.0 means a 100% yield; for example, 0.34 means a 34% yield). From a dataset of Reaction yield outcomes from USPTO patents with 853,638 reactions. (1) The reactants are [CH2:1]([O:3][C:4]([C:6]1[S:7][C:8]([C:11](=[O:13])[CH3:12])=[CH:9][CH:10]=1)=[O:5])[CH3:2].[F:14][CH:15]([F:21])[C:16](OCC)=[O:17].C[O-].[Na+].[O-]CC.[Na+]. No catalyst specified. The product is [CH2:1]([O:3][C:4]([C:6]1[S:7][C:8]([C:11](=[O:13])[CH2:12][C:16](=[O:17])[CH:15]([F:21])[F:14])=[CH:9][CH:10]=1)=[O:5])[CH3:2]. The yield is 0.850. (2) The reactants are [N:1]1([C:6]([O:8][C:9]2[CH:14]=[C:13]([F:15])[CH:12]=[CH:11][C:10]=2/[CH:16]=[C:17]2/[C:18](=[O:28])[N:19]=[C:20]([N:22]3[CH2:27][CH2:26][CH2:25][CH2:24][NH:23]3)[S:21]/2)=[O:7])[CH2:5][CH2:4][CH2:3][CH2:2]1.I(C1C=CC=CC=1)=O. The catalyst is ClCCl. The product is [N:1]1([C:6]([O:8][C:9]2[CH:14]=[C:13]([F:15])[CH:12]=[CH:11][C:10]=2/[CH:16]=[C:17]2\[C:18](=[O:28])[N:19]=[C:20]([N:22]3[CH2:27][CH2:26][CH2:25][CH:24]=[N:23]3)[S:21]\2)=[O:7])[CH2:5][CH2:4][CH2:3][CH2:2]1. The yield is 0.260. (3) The product is [CH3:1][O:2][C:3]1[CH:4]=[C:5]([CH:16]=[CH:17][C:18]=1[N+:19]([O-:21])=[O:20])[CH2:6][CH:7]([CH2:8][OH:9])[CH2:12][OH:13]. The reactants are [CH3:1][O:2][C:3]1[CH:4]=[C:5]([CH:16]=[CH:17][C:18]=1[N+:19]([O-:21])=[O:20])[CH2:6][CH:7]([C:12](OC)=[O:13])[C:8](OC)=[O:9]. The catalyst is C1COCC1.C([O-])(O)=O.[Na+]. The yield is 0.110. (4) The reactants are Br[C:2]1[CH:3]=[CH:4][C:5]([N:8]2[C:12]([CH3:13])=[CH:11][CH:10]=[C:9]2[CH3:14])=[N:6][CH:7]=1.C([Li])CCC.[Cl:20][CH2:21][C:22](N(OC)C)=[O:23].Cl. The catalyst is CC(OC)(C)C.O. The product is [Cl:20][CH2:21][C:22]([C:2]1[CH:7]=[N:6][C:5]([N:8]2[C:12]([CH3:13])=[CH:11][CH:10]=[C:9]2[CH3:14])=[CH:4][CH:3]=1)=[O:23]. The yield is 0.788. (5) The reactants are C([O:8][C:9]1[CH:10]=[C:11]([CH:27]=[C:28]([O:30][C@@H:31]([CH3:35])[CH2:32][O:33][CH3:34])[CH:29]=1)[C:12]([NH:14][C:15]1[CH:19]=[CH:18][N:17]([C:20]([O:22][C:23]([CH3:26])([CH3:25])[CH3:24])=[O:21])[N:16]=1)=[O:13])C1C=CC=CC=1. The catalyst is C1COCC1.C(O)C. The product is [OH:8][C:9]1[CH:10]=[C:11]([CH:27]=[C:28]([O:30][C@@H:31]([CH3:35])[CH2:32][O:33][CH3:34])[CH:29]=1)[C:12]([NH:14][C:15]1[CH:19]=[CH:18][N:17]([C:20]([O:22][C:23]([CH3:26])([CH3:25])[CH3:24])=[O:21])[N:16]=1)=[O:13]. The yield is 0.970.